Predict which catalyst facilitates the given reaction. From a dataset of Catalyst prediction with 721,799 reactions and 888 catalyst types from USPTO. (1) Reactant: [C:1]([C:5]1[N:9]([CH2:10][CH:11]2[CH2:16][CH2:15][CH2:14][CH2:13][CH2:12]2)[C:8]2[CH:17]=[CH:18][C:19]([N:21]([CH3:34])[S:22]([C:25]3[CH:30]=[CH:29][CH:28]=[C:27]([N+:31]([O-])=O)[CH:26]=3)(=[O:24])=[O:23])=[CH:20][C:7]=2[N:6]=1)([CH3:4])([CH3:3])[CH3:2]. Product: [NH2:31][C:27]1[CH:26]=[C:25]([S:22]([N:21]([C:19]2[CH:18]=[CH:17][C:8]3[N:9]([CH2:10][CH:11]4[CH2:16][CH2:15][CH2:14][CH2:13][CH2:12]4)[C:5]([C:1]([CH3:4])([CH3:3])[CH3:2])=[N:6][C:7]=3[CH:20]=2)[CH3:34])(=[O:24])=[O:23])[CH:30]=[CH:29][CH:28]=1. The catalyst class is: 50. (2) Reactant: [CH3:1][C:2]1[CH:7]=[C:6]([CH3:8])[CH:5]=[C:4]([CH:9]2[CH2:13][CH2:12][CH2:11][O:10]2)[C:3]=1[OH:14].Br[CH2:16][C:17]([O:19][CH3:20])=[O:18].C(=O)([O-])[O-].[Cs+].[Cs+]. Product: [CH3:1][C:2]1[CH:7]=[C:6]([CH3:8])[CH:5]=[C:4]([CH:9]2[CH2:13][CH2:12][CH2:11][O:10]2)[C:3]=1[O:14][CH2:16][C:17]([O:19][CH3:20])=[O:18]. The catalyst class is: 10. (3) Reactant: [Cl:1][C:2]1[C:7]([Cl:8])=[CH:6][C:5]([NH:9][C:10](=[NH:17])[C:11]2[CH:16]=[CH:15][CH:14]=[CH:13][CH:12]=2)=[CH:4][C:3]=1[NH:18][C:19](=[O:32])/[CH:20]=[CH:21]/[C:22]1[CH:27]=[CH:26][CH:25]=[CH:24][C:23]=1[C:28]([F:31])([F:30])[F:29].Cl. Product: [ClH:1].[Cl:1][C:2]1[C:7]([Cl:8])=[CH:6][C:5]([NH:9][C:10](=[NH:17])[C:11]2[CH:12]=[CH:13][CH:14]=[CH:15][CH:16]=2)=[CH:4][C:3]=1[NH:18][C:19](=[O:32])/[CH:20]=[CH:21]/[C:22]1[CH:27]=[CH:26][CH:25]=[CH:24][C:23]=1[C:28]([F:29])([F:30])[F:31]. The catalyst class is: 13. (4) Reactant: [F:1][C:2]1[CH:7]=[CH:6][C:5]([CH:8]2[C:16]3[C:11](=[CH:12][CH:13]=[CH:14][CH:15]=3)[C:10]([C:17]3[N:18]=[CH:19][NH:20][CH:21]=3)=[CH:9]2)=[CH:4][CH:3]=1. Product: [F:1][C:2]1[CH:7]=[CH:6][C:5]([CH:8]2[C:16]3[C:11](=[CH:12][CH:13]=[CH:14][CH:15]=3)[CH:10]([C:17]3[N:18]=[CH:19][NH:20][CH:21]=3)[CH2:9]2)=[CH:4][CH:3]=1. The catalyst class is: 8. (5) Reactant: [Cl:1][C:2]1[CH:7]=[CH:6][C:5]([CH:8]=[CH:9][C:10]2[CH:11]=[C:12]([OH:16])[CH:13]=[CH:14][CH:15]=2)=[CH:4][CH:3]=1. Product: [Cl:1][C:2]1[CH:7]=[CH:6][C:5]([CH2:8][CH2:9][C:10]2[CH:11]=[C:12]([OH:16])[CH:13]=[CH:14][CH:15]=2)=[CH:4][CH:3]=1. The catalyst class is: 19. (6) Reactant: CC(C)([O-])C.[K+].[NH2:7][C:8]1[CH:21]=[CH:20][C:19]([Cl:22])=[CH:18][C:9]=1[C:10]([NH:12][CH:13]([CH:15]1[CH2:17][CH2:16]1)[CH3:14])=[O:11].[Br:23][C:24]1[CH:28]=[C:27]([C:29](OCCCCC)=[O:30])[N:26]([C:37]2[C:42]([Cl:43])=[CH:41][CH:40]=[CH:39][N:38]=2)[N:25]=1.Cl. Product: [Br:23][C:24]1[CH:28]=[C:27]([C:29]([NH:7][C:8]2[CH:21]=[CH:20][C:19]([Cl:22])=[CH:18][C:9]=2[C:10](=[O:11])[NH:12][CH:13]([CH:15]2[CH2:17][CH2:16]2)[CH3:14])=[O:30])[N:26]([C:37]2[C:42]([Cl:43])=[CH:41][CH:40]=[CH:39][N:38]=2)[N:25]=1. The catalyst class is: 16.